Dataset: Full USPTO retrosynthesis dataset with 1.9M reactions from patents (1976-2016). Task: Predict the reactants needed to synthesize the given product. (1) Given the product [CH2:1]([O:8][C:9]1[CH:14]=[CH:13][C:12]([C:15]2[N:20]=[CH:19][N:18]=[C:17]([NH:21][C@H:29]([C:43]([O:44][CH2:38][CH3:39])=[O:46])[CH2:30][C:31]3[CH:32]=[CH:33][CH:34]=[C:1]([O:8][CH2:9][CH2:52][N:50]([CH3:49])[CH3:51])[CH:2]=3)[CH:16]=2)=[CH:11][CH:10]=1)[C:2]1[CH:7]=[CH:6][CH:5]=[CH:4][CH:3]=1, predict the reactants needed to synthesize it. The reactants are: [CH2:1]([O:8][C:9]1[CH:14]=[CH:13][C:12]([C:15]2[N:20]=[CH:19][N:18]=[C:17]([N:21]([C:29]3[CH:34]=[CH:33][CH:32]=[C:31](O)[CH:30]=3)[C@H](C(OCC)=O)C)[CH:16]=2)=[CH:11][CH:10]=1)[C:2]1[CH:7]=[CH:6][CH:5]=[CH:4][CH:3]=1.Cl.Cl[CH2:38][CH2:39]N(C)C.[C:43](=[O:46])([O-])[O-:44].[K+].[K+].[CH3:49][N:50]([CH:52]=O)[CH3:51]. (2) Given the product [BrH:1].[Br:19][C:16]1[CH:17]=[CH:18][C:13]2[N:14]([CH:2]=[C:3]([C:5]3[CH:10]=[CH:9][C:8]([OH:11])=[CH:7][CH:6]=3)[N:12]=2)[CH:15]=1, predict the reactants needed to synthesize it. The reactants are: [Br:1][CH2:2][C:3]([C:5]1[CH:10]=[CH:9][C:8]([OH:11])=[CH:7][CH:6]=1)=O.[NH2:12][C:13]1[CH:18]=[CH:17][C:16]([Br:19])=[CH:15][N:14]=1. (3) Given the product [CH3:19][N:20]1[C:24]([NH:25][C:16]([C:9]2[S:10][C:11]([C:12]([F:15])([F:14])[F:13])=[C:7]([C:1]3[CH:6]=[CH:5][CH:4]=[CH:3][CH:2]=3)[CH:8]=2)=[O:17])=[CH:23][C:22]([CH3:26])=[N:21]1, predict the reactants needed to synthesize it. The reactants are: [C:1]1([C:7]2[CH:8]=[C:9]([C:16](Cl)=[O:17])[S:10][C:11]=2[C:12]([F:15])([F:14])[F:13])[CH:6]=[CH:5][CH:4]=[CH:3][CH:2]=1.[CH3:19][N:20]1[C:24]([NH2:25])=[CH:23][C:22]([CH3:26])=[N:21]1.N1C=CC=CC=1. (4) Given the product [CH3:4][C:5]([C:10]1[S:14][C:13]([NH:15][C:16](=[O:33])[CH:17]([NH:21][C:22](=[O:32])[CH2:23][C:24]2[CH:29]=[C:28]([F:30])[CH:27]=[C:26]([F:31])[CH:25]=2)[CH2:18][CH2:19][CH3:20])=[N:12][N:11]=1)([CH3:9])[CH2:6][CH:7]=[O:1], predict the reactants needed to synthesize it. The reactants are: [O:1]=[O+][O-].[CH3:4][C:5]([C:10]1[S:14][C:13]([NH:15][C:16](=[O:33])[CH:17]([NH:21][C:22](=[O:32])[CH2:23][C:24]2[CH:29]=[C:28]([F:30])[CH:27]=[C:26]([F:31])[CH:25]=2)[CH2:18][CH2:19][CH3:20])=[N:12][N:11]=1)([CH3:9])[CH2:6][CH:7]=C.N#N. (5) Given the product [CH3:10][C:9]([CH3:12])([CH3:11])[C:8]#[C:7][C:5]1[S:4][C:3]([C:13]([O:15][CH3:16])=[O:14])=[C:2]([NH:25][CH2:24][CH2:23][N:20]2[CH2:21][CH2:22][O:17][CH2:18][CH2:19]2)[CH:6]=1, predict the reactants needed to synthesize it. The reactants are: Br[C:2]1[CH:6]=[C:5]([C:7]#[C:8][C:9]([CH3:12])([CH3:11])[CH3:10])[S:4][C:3]=1[C:13]([O:15][CH3:16])=[O:14].[O:17]1[CH2:22][CH2:21][N:20]([CH2:23][CH2:24][NH2:25])[CH2:19][CH2:18]1.C(=O)([O-])[O-].[Cs+].[Cs+].COC1C=CC=C(OC)C=1C1C=CC=CC=1P(C1CCCCC1)C1CCCCC1.